From a dataset of Catalyst prediction with 721,799 reactions and 888 catalyst types from USPTO. Predict which catalyst facilitates the given reaction. (1) Reactant: [CH3:1][O:2][C:3]1[CH:4]=[CH:5][C:6]([NH:11][C:12]2[C:13]3[N:14]([N:28]=[CH:29][N:30]=3)[CH:15]=[C:16]([C:18]3[CH:27]=[CH:26][C:21]([C:22]([O:24]C)=[O:23])=[CH:20][CH:19]=3)[CH:17]=2)=[N:7][C:8]=1[O:9][CH3:10].[OH-].[K+:32]. Product: [CH3:1][O:2][C:3]1[CH:4]=[CH:5][C:6]([NH:11][C:12]2[C:13]3[N:14]([N:28]=[CH:29][N:30]=3)[CH:15]=[C:16]([C:18]3[CH:27]=[CH:26][C:21]([C:22]([O-:24])=[O:23])=[CH:20][CH:19]=3)[CH:17]=2)=[N:7][C:8]=1[O:9][CH3:10].[K+:32]. The catalyst class is: 200. (2) Reactant: C1C[N:4]([P+](ON2N=NC3C=CC=CC2=3)(N2CCCC2)N2CCCC2)CC1.F[P-](F)(F)(F)(F)F.[Cl:34][C:35]1[CH:61]=[CH:60][C:38]2[N:39]([C:47]([C:49]3[CH:50]=[CH:51][C:52]4[O:57][CH2:56][C:55](=[O:58])[NH:54][C:53]=4[CH:59]=3)=[O:48])[C@@H:40]([CH2:43][C:44]([OH:46])=O)[CH2:41][O:42][C:37]=2[CH:36]=1.[NH4+].[Cl-].CCOC(C)=O. Product: [Cl:34][C:35]1[CH:61]=[CH:60][C:38]2[N:39]([C:47]([C:49]3[CH:50]=[CH:51][C:52]4[O:57][CH2:56][C:55](=[O:58])[NH:54][C:53]=4[CH:59]=3)=[O:48])[C@@H:40]([CH2:43][C:44]([NH2:4])=[O:46])[CH2:41][O:42][C:37]=2[CH:36]=1. The catalyst class is: 2. (3) Reactant: Cl.[NH2:2][C@H:3]([CH2:10][C:11]1[CH:16]=[CH:15][C:14]([C:17]2[CH:22]=[CH:21][CH:20]=[C:19]([Cl:23])[CH:18]=2)=[CH:13][CH:12]=1)[CH2:4][C:5]([O:7][CH2:8][CH3:9])=[O:6].[NH:24]1[C:28]([C:29]([OH:31])=[O:30])=[CH:27][C:26]([C:32](O)=[O:33])=[N:25]1.CCN=C=NCCCN(C)C.Cl.C1C=CC2N(O)N=NC=2C=1.C(N(CC)CC)C. Product: [Cl:23][C:19]1[CH:18]=[C:17]([C:14]2[CH:15]=[CH:16][C:11]([CH2:10][C@@H:3]([NH:2][C:32]([C:26]3[NH:25][N:24]=[C:28]([C:29]([OH:31])=[O:30])[CH:27]=3)=[O:33])[CH2:4][C:5]([O:7][CH2:8][CH3:9])=[O:6])=[CH:12][CH:13]=2)[CH:22]=[CH:21][CH:20]=1. The catalyst class is: 3. (4) Reactant: [O:1]=[C:2]1[C:10]2[C:5](=[CH:6][CH:7]=[CH:8][CH:9]=2)[CH:4](P(=O)(OC)OC)[O:3]1.[Cl:17][C:18]1[CH:25]=[CH:24][C:21]([CH:22]=O)=[CH:20][C:19]=1[N+:26]([O-:28])=[O:27].C(N(CC)CC)C. Product: [Cl:17][C:18]1[CH:25]=[CH:24][C:21]([CH:22]=[C:4]2[C:5]3[C:10](=[CH:9][CH:8]=[CH:7][CH:6]=3)[C:2](=[O:1])[O:3]2)=[CH:20][C:19]=1[N+:26]([O-:28])=[O:27]. The catalyst class is: 7. (5) Product: [CH3:29][O:28][C:11]1[CH:10]=[C:9]([CH:8]=[C:4]2[S:3][C:2](=[O:1])[N:6]([CH2:31][CH2:32][N:33]3[CH2:38][CH2:37][O:36][CH2:35][CH2:34]3)[C:5]2=[O:7])[CH:27]=[CH:26][C:12]=1[O:13][C:14]1[CH:21]=[CH:20][C:17]([C:18]#[N:19])=[CH:16][C:15]=1[C:22]([F:23])([F:24])[F:25]. Reactant: [O:1]=[C:2]1[NH:6][C:5](=[O:7])[C:4](=[CH:8][C:9]2[CH:27]=[CH:26][C:12]([O:13][C:14]3[CH:21]=[CH:20][C:17]([C:18]#[N:19])=[CH:16][C:15]=3[C:22]([F:25])([F:24])[F:23])=[C:11]([O:28][CH3:29])[CH:10]=2)[S:3]1.Cl[CH2:31][CH2:32][N:33]1[CH2:38][CH2:37][O:36][CH2:35][CH2:34]1.C([O-])([O-])=O.[K+].[K+].[Al]. The catalyst class is: 3. (6) Reactant: [NH2:1][C:2]1[CH:11]=[C:10]2[C:5]([C:6]([CH3:13])=[CH:7][C:8](=[O:12])[O:9]2)=[CH:4][CH:3]=1.[C:14](Cl)(=[O:16])[CH3:15].CCN(CC)CC. Product: [CH3:13][C:6]1[C:5]2[C:10](=[CH:11][C:2]([NH:1][C:14](=[O:16])[CH3:15])=[CH:3][CH:4]=2)[O:9][C:8](=[O:12])[CH:7]=1. The catalyst class is: 2. (7) Reactant: [H-].[Al+3].[Li+].[H-].[H-].[H-].[CH3:7][O:8][C:9]1[CH:10]=[C:11]2[C:16](=[CH:17][CH:18]=1)[CH2:15][N:14]([C:19]([O:21][C:22]([CH3:25])([CH3:24])[CH3:23])=[O:20])[CH2:13][CH:12]2[C:26](OC)=[O:27].[OH-].[Na+]. Product: [OH:27][CH2:26][CH:12]1[C:11]2[C:16](=[CH:17][CH:18]=[C:9]([O:8][CH3:7])[CH:10]=2)[CH2:15][N:14]([C:19]([O:21][C:22]([CH3:25])([CH3:24])[CH3:23])=[O:20])[CH2:13]1. The catalyst class is: 7.